The task is: Binary Classification. Given a miRNA mature sequence and a target amino acid sequence, predict their likelihood of interaction.. This data is from Experimentally validated miRNA-target interactions with 360,000+ pairs, plus equal number of negative samples. (1) The miRNA is dme-miR-14-3p with sequence UCAGUCUUUUUCUCUCUCCUAU. The protein sequence of the target gene is MTMESREMDCYLRRLKQELMSMKEVGDGLQDQMNCMMGALQELKLLQVQTALEQLEISGGGPVPGSPEGPRTQCEHPCWEGGRGPARPTVCSPSSQPSLGSSTKFPSHRSVCGRDLAPLPRTQPHQSCAQQGPERVEPDDWTSTLMSRGRNRQPLVLGDNVFADLVGNWLDLPELEKGGEKGETGGAREPKGEKGQPQELGRRFALTANIFKKFLRSVRPDRDRLLKEKPGWVTPMVPESRTGRSQKVKKRSLSKGSGHFPFPGTGEHRRGENPPTSCPKALEHSPSGFDINTAVWV. Result: 0 (no interaction). (2) The miRNA is mmu-miR-466j with sequence UGUGUGCAUGUGCAUGUGUGUAA. The protein sequence of the target gene is MAPRGRRRPRPHRSEGARRSKNTLERTHSMKDKAGQKCKPIDVFDFPDNSDVSSIGRLGENEKDEETYETFDPPLHSTAIYADEEEFSKHCGLSLSSTPPGKEAKRSSDTSGNEASEIESVKISAKKPGRKLRPISDDSESIEESDTRRKVKSAEKISTQRHEVIRTTASSELSEKPAESVTSKKTGPLSAQPSVEKENLAIESQSKTQKKGKISHDKRKKSRSKAIGSDTSDIVHIWCPEGMKTSDIKELNIVLPEFEKTHLEHQQRIESKVCKAAIATFYVNVKEQFIKMLKESQMLT.... Result: 0 (no interaction). (3) The miRNA is cel-miR-247-3p with sequence UGACUAGAGCCUAUUCUCUUCU. The protein sequence of the target gene is MPRSFLVRKPSDPRRKPNYSELQDACVEFTFQQPYDQAHLLAAIPPPEVLNPAASLPTLIWDSLLVPQVRPVAWATLPLRESPKAVELTSLSDEDSGKSSQPPSPPSPAPSSFSSTSASSLEAEAFIAFPGLGQLPKQLARLSVAKDPQSRKIFNCKYCNKEYLSLGALKMHIRSHTLPCVCTTCGKAFSRPWLLQGHVRTHTGEKPFSCSHCNRAFADRSNLRAHLQTHSDVKRYQCQACARTFSRMSLLHKHQESGCSGGPR. Result: 0 (no interaction). (4) The miRNA is hsa-miR-4639-3p with sequence UCACUCUCACCUUGCUUUGC. The protein sequence of the target gene is MAPVQLENHQLVPPGGGGGGSGGPPSAPAPPPPGAAVAAAAAAAASPGYRLSTLIEFLLHRAYSELMVLTDLLPRKSDVERKIEIVQFASRTRQLFVRLLALVKWANNAGKVEKCAMISSFLDQQAILFVDTADRLASLARDALVHARLPSFAIPYAIDVLTTGSYPRLPTCIRDKIIPPDPITKIEKQATLHQLNQILRHRLVTTDLPPQLANLTVANGRVKFRVEGEFEATLTVMGDDPDVPWRLLKLEILVEDKETGDGRALVHSMQISFIHQLVQSRLFADEKPLQDMYNCLHSFC.... Result: 0 (no interaction). (5) The miRNA is mmu-miR-136-5p with sequence ACUCCAUUUGUUUUGAUGAUGG. The protein sequence of the target gene is MAVSALQLWRMGGLLRRRFPTCLSPWKIPPRVLKSSQPEALVSLTNNAVAFAPLQTLTDEEIMMKQTVKKFAQEHVAPLVSSMDENSKMEKSVIQGLFQQGLMGIEVEAQYGGTEASFFCSVLVIEELAKVDASVALLCDIQNTIINNLFRKHASEEQKATYLPKLVTEKLGSFCLSEAGAGSDSFAMKTRADKSGNYYVLNGSKMWISHAEHAELFLVFANVDPSSGYRGITCFLVDRDTEGFQIGKRENKMGIRASSTCQLTFENVKVPETNILGKIGHGYKYAIGSLNEGRIGIAAQ.... Result: 1 (interaction). (6) The miRNA is mmu-miR-1912-5p with sequence UGCUCAUUGCAUGGGCUGUGUA. The protein sequence of the target gene is MLPRLGGPALPLLLPSLLLLLLLGAGGCGPGVRAEVLFRCPPCTPERLAACGPPPDAPCAELVREPGCGCCSVCARQEGEACGVYIPRCAQTLRCYPNPGSELPLKALVTGAGTCEKRRVGTTPQQVADSDDDHSEGGLVENHVDGTMNMLGGGSSAGRKPLKSGMKELAVFREKVNEQHRQMGKGAKHLSLEEPKKLRPPPARTPCQQELDQVLERISTMRLPDDRGPLEHLYSLHIPNCDKHGRYNLKQCKMSLNGQRGECWCVNPNTGKPIQGAPTIRGDPECHLFYNEQQETGGAH.... Result: 0 (no interaction). (7) The miRNA is hsa-miR-23a-3p with sequence AUCACAUUGCCAGGGAUUUCC. The protein sequence of the target gene is MAGSHPYFNQPDSTHPSPPSAPPSLRWYQRCQPSDATSGLLVALLGGGLPAGFVGPLSRMAYQASNLPSLELLIWRCLFHLPIALLLKLRGDPLLGTPDIRSRAFFCALLNILSIGCAYSAVQVVPAGNAATVRKGSSTVCSAVLTLCLESQGLSGYDWCGLLGCILGLIIIVGPGLWTLQEGTTGVYTALGYVEAFLGGLALSLRLLVYRSLHFPPCLPTVAFLSGLVGLLGSVPGLFVLQAPVLPSDLLSWSCVGAVGILALVSFTCVGYAVTKAHPALVCAVLHSEVVVALILQYYM.... Result: 1 (interaction).